This data is from Retrosynthesis with 50K atom-mapped reactions and 10 reaction types from USPTO. The task is: Predict the reactants needed to synthesize the given product. (1) Given the product CCCOc1cc(F)cc(C[C@H](NC(C)=O)[C@H](O)[C@H]2CO[C@@H](OCC(C)(C)C)[C@H](C)N2C(=O)OC(C)(C)C)c1, predict the reactants needed to synthesize it. The reactants are: CC(=O)OC(C)=O.CCCOc1cc(F)cc(CC(N)C(O)[C@H]2CO[C@@H](OCC(C)(C)C)[C@H](C)N2C(=O)OC(C)(C)C)c1. (2) Given the product CNC(=O)C(=O)CCCCCCSc1ccc2ccccc2c1, predict the reactants needed to synthesize it. The reactants are: CN.COC(=O)C(=O)CCCCCCSc1ccc2ccccc2c1. (3) Given the product Cc1cc(COc2ncc(Cl)nc2NS(=O)(=O)c2ccc(Cl)s2)no1, predict the reactants needed to synthesize it. The reactants are: Cc1cc(CO)no1.O=S(=O)(Nc1nc(Cl)cnc1Br)c1ccc(Cl)s1. (4) The reactants are: NCCc1ccc(CN2CCCC2)cc1.O=C(O)c1ccc(-c2ccc(Cl)cc2)cc1[N+](=O)[O-]. Given the product O=C(NCCc1ccc(CN2CCCC2)cc1)c1ccc(-c2ccc(Cl)cc2)cc1[N+](=O)[O-], predict the reactants needed to synthesize it.